Dataset: Forward reaction prediction with 1.9M reactions from USPTO patents (1976-2016). Task: Predict the product of the given reaction. Given the reactants [Br:1][C:2]1[CH:3]=[CH:4][C:5]2[S:9](=[O:11])(=[O:10])[NH:8][CH2:7][C:6]=2[CH:12]=1.C([O-])([O-])=O.[K+].[K+].CS(O[CH:24]1[CH2:29][CH2:28][N:27]([C:30]([O:32][C:33]([CH3:36])([CH3:35])[CH3:34])=[O:31])[CH2:26][CH2:25]1)(=O)=O, predict the reaction product. The product is: [Br:1][C:2]1[CH:3]=[CH:4][C:5]2[S:9](=[O:10])(=[O:11])[N:8]([CH:24]3[CH2:29][CH2:28][N:27]([C:30]([O:32][C:33]([CH3:36])([CH3:35])[CH3:34])=[O:31])[CH2:26][CH2:25]3)[CH2:7][C:6]=2[CH:12]=1.